Predict which catalyst facilitates the given reaction. From a dataset of Catalyst prediction with 721,799 reactions and 888 catalyst types from USPTO. (1) Reactant: [Cl:1][C:2]1[S:6][C:5]([C:7]([OH:9])=O)=[CH:4][CH:3]=1.[Cl:10]CCl.S(Cl)(Cl)=O. Product: [Cl:1][C:2]1[S:6][C:5]([C:7]([Cl:10])=[O:9])=[CH:4][CH:3]=1. The catalyst class is: 9. (2) Reactant: [F:1][C:2]([F:31])([F:30])[C:3]1[CH:4]=[C:5]([C:13]2[N:17]=[CH:16][N:15](/[CH:18]=[CH:19]\[C:20]([N:22]3[CH2:25][CH:24]([C:26]([O:28]C)=[O:27])[CH2:23]3)=[O:21])[N:14]=2)[CH:6]=[C:7]([C:9]([F:12])([F:11])[F:10])[CH:8]=1.O.[Li+].[OH-]. Product: [F:12][C:9]([F:10])([F:11])[C:7]1[CH:6]=[C:5]([C:13]2[N:17]=[CH:16][N:15](/[CH:18]=[CH:19]\[C:20]([N:22]3[CH2:23][CH:24]([C:26]([OH:28])=[O:27])[CH2:25]3)=[O:21])[N:14]=2)[CH:4]=[C:3]([C:2]([F:1])([F:30])[F:31])[CH:8]=1. The catalyst class is: 5.